From a dataset of Forward reaction prediction with 1.9M reactions from USPTO patents (1976-2016). Predict the product of the given reaction. (1) Given the reactants [CH2:1]([O:8][C:9]1[CH:14]=[C:13]([C:15]2[O:16][C:17]([CH3:20])=[CH:18][N:19]=2)[CH:12]=[C:11]([O:21]C)[C:10]=1[C:23]1[N:28]=[N:27][C:26]([N:29]([CH3:40])[CH:30]2[CH2:35][C:34]([CH3:37])([CH3:36])[NH:33][C:32]([CH3:39])([CH3:38])[CH2:31]2)=[CH:25][CH:24]=1)C1C=CC=CC=1.[H][H].Cl.CO, predict the reaction product. The product is: [CH3:1][O:8][C:9]1[C:10]([C:23]2[N:28]=[N:27][C:26]([N:29]([CH3:40])[CH:30]3[CH2:35][C:34]([CH3:36])([CH3:37])[NH:33][C:32]([CH3:39])([CH3:38])[CH2:31]3)=[CH:25][CH:24]=2)=[C:11]([OH:21])[CH:12]=[C:13]([C:15]2[O:16][C:17]([CH3:20])=[CH:18][N:19]=2)[CH:14]=1. (2) The product is: [O:1]=[C:2]1[C@@H:8]2[C@@H:4]([CH2:5][CH2:6][N:7]2[C:13]([NH:24][CH:25]2[CH2:31][CH2:30][C:29]([CH3:33])([CH3:32])[NH:28][C:27]([CH3:35])([CH3:34])[CH2:26]2)=[O:16])[N:3]1[S:9]([OH:12])(=[O:11])=[O:10]. Given the reactants [O:1]=[C:2]1[C@@H:8]2[C@@H:4]([CH2:5][CH2:6][NH:7]2)[N:3]1[S:9]([OH:12])(=[O:11])=[O:10].[C:13](=[O:16])(O)[O-].[Na+].CC(S([NH:24][CH:25]1[CH2:31][CH2:30][C:29]([CH3:33])([CH3:32])[NH:28][C:27]([CH3:35])([CH3:34])[CH2:26]1)=O)(C)C, predict the reaction product. (3) Given the reactants Cl.[CH3:2][O:3][C:4]1[CH:9]=[CH:8][N:7]=[C:6]([N:10]2[CH2:15][CH2:14][NH:13][CH2:12][CH2:11]2)[N:5]=1.[O:16]=[C:17]1[NH:26][C:25]2[N:24]=[C:23]([O:27][CH2:28][CH2:29][CH2:30][CH:31]=O)[CH:22]=[CH:21][C:20]=2[CH:19]=[CH:18]1, predict the reaction product. The product is: [CH3:2][O:3][C:4]1[CH:9]=[CH:8][N:7]=[C:6]([N:10]2[CH2:11][CH2:12][N:13]([CH2:31][CH2:30][CH2:29][CH2:28][O:27][C:23]3[N:24]=[C:25]4[C:20]([CH:19]=[CH:18][C:17](=[O:16])[NH:26]4)=[CH:21][CH:22]=3)[CH2:14][CH2:15]2)[N:5]=1. (4) The product is: [CH2:7]([N:8]([CH:12]1[CH2:19][CH2:18]1)[C:9]([Cl:11])=[O:10])[C:1]1[CH:6]=[CH:5][CH:4]=[CH:3][CH:2]=1. Given the reactants [CH:1]1([CH2:7][N:8]([CH3:12])[C:9]([Cl:11])=[O:10])[CH2:6][CH2:5][CH2:4][CH2:3][CH2:2]1.C(Cl)Cl.CO.[CH3:18][C:19]#N.O.CC#N, predict the reaction product.